This data is from Forward reaction prediction with 1.9M reactions from USPTO patents (1976-2016). The task is: Predict the product of the given reaction. Given the reactants [Br:1][C:2]1[NH:3][C:4]2[C:9]([C:10]=1[CH:11]1[CH2:16][CH2:15][CH2:14][CH2:13][CH2:12]1)=[CH:8][CH:7]=[C:6]([C:17]([O:19]C)=[O:18])[CH:5]=2.[Li+].[OH-].Cl, predict the reaction product. The product is: [Br:1][C:2]1[NH:3][C:4]2[C:9]([C:10]=1[CH:11]1[CH2:16][CH2:15][CH2:14][CH2:13][CH2:12]1)=[CH:8][CH:7]=[C:6]([C:17]([OH:19])=[O:18])[CH:5]=2.